From a dataset of CYP2D6 inhibition data for predicting drug metabolism from PubChem BioAssay. Regression/Classification. Given a drug SMILES string, predict its absorption, distribution, metabolism, or excretion properties. Task type varies by dataset: regression for continuous measurements (e.g., permeability, clearance, half-life) or binary classification for categorical outcomes (e.g., BBB penetration, CYP inhibition). Dataset: cyp2d6_veith. (1) The molecule is CCOc1ccccc1NC(=O)CN1CCC(NC(=O)c2ccccc2)CC1. The result is 1 (inhibitor). (2) The compound is CCCCN1C2=C(C(=O)CCC2)C(c2ccc(Cl)c(Cl)c2)C2=C1c1ccccc1C2=O. The result is 1 (inhibitor). (3) The molecule is COc1ccc2nc3c(c(-c4ccccc4)c2c1)CCC3. The result is 1 (inhibitor). (4) The molecule is COC(=O)[C@@H]1CC[C@H](C)[C@@H](c2ccc(C)cc2)N1C(=O)c1ccc(/C=N\OCC[C@@H]2C=C[C@H](OC(C)=O)[C@H](COC(C)=O)O2)cc1. The result is 0 (non-inhibitor). (5) The compound is C[Se]C[C@@H](N)C(=O)O. The result is 0 (non-inhibitor). (6) The drug is Cc1c(Br)c([N+](=O)[O-])nn1C(C)C(=O)Nc1nccs1. The result is 0 (non-inhibitor). (7) The molecule is O=C1CN(C(=O)c2ccc(Br)o2)C(c2ccc(F)cc2)c2cc(Cl)ccc2N1. The result is 0 (non-inhibitor). (8) The molecule is Cc1ccc(NC(=O)CCSc2nnc3ccccn23)cc1. The result is 0 (non-inhibitor). (9) The molecule is Cc1ccc(-c2ccc(/C=N/N3C(=O)C4C5C=CC(C6CC56)C4C3=O)o2)c([N+](=O)[O-])c1. The result is 0 (non-inhibitor).